Task: Predict which catalyst facilitates the given reaction.. Dataset: Catalyst prediction with 721,799 reactions and 888 catalyst types from USPTO (1) Reactant: Cl[C:2]1[N:7]=[C:6]([NH2:8])[N:5]=[C:4]2[NH:9][N:10]=[CH:11][C:3]=12.C([O-])=O.[NH4+].CO. Product: [NH:9]1[C:4]2=[N:5][C:6]([NH2:8])=[N:7][CH:2]=[C:3]2[CH:11]=[N:10]1. The catalyst class is: 386. (2) Reactant: C(OC([N:8]1[CH:12]=[C:11]([C:13]2[CH:18]=[C:17]([Cl:19])[C:16]([F:20])=[CH:15][C:14]=2[O:21][C:22]2[CH:27]=[CH:26][C:25]([S:28]([N:31](CC3C=CC(OC)=CC=3OC)[C:32]3[S:36][N:35]=[CH:34][N:33]=3)(=[O:30])=[O:29])=[CH:24][C:23]=2[C:48]#[N:49])[CH:10]=[N:9]1)=O)(C)(C)C.FC(F)(F)C(O)=O. Product: [Cl:19][C:17]1[C:16]([F:20])=[CH:15][C:14]([O:21][C:22]2[CH:27]=[CH:26][C:25]([S:28]([NH:31][C:32]3[S:36][N:35]=[CH:34][N:33]=3)(=[O:29])=[O:30])=[CH:24][C:23]=2[C:48]#[N:49])=[C:13]([C:11]2[CH:10]=[N:9][NH:8][CH:12]=2)[CH:18]=1. The catalyst class is: 4. (3) Reactant: [CH3:1][C:2]1[C:10]([C:11]2[N:15]([CH3:16])[N:14]=[CH:13][CH:12]=2)=[CH:9][CH:8]=[CH:7][C:3]=1[C:4]([OH:6])=[O:5].C(O)(=O)C.[F:21][B-](F)(F)F.F[B-](F)(F)F.ClC[N+]12CC[N+](F)(CC1)CC2. Product: [F:21][C:12]1[CH:13]=[N:14][N:15]([CH3:16])[C:11]=1[C:10]1[C:2]([CH3:1])=[C:3]([CH:7]=[CH:8][CH:9]=1)[C:4]([OH:6])=[O:5]. The catalyst class is: 47.